Task: Predict the product of the given reaction.. Dataset: Forward reaction prediction with 1.9M reactions from USPTO patents (1976-2016) (1) Given the reactants [CH2:1]([O:8][CH2:9][N:10]1[C:18]2[C:17]([NH2:19])=[N:16][C:15]([CH2:20][CH2:21][CH2:22][CH3:23])=[N:14][C:13]=2[C:12](I)=[C:11]1[CH3:25])[C:2]1[CH:7]=[CH:6][CH:5]=[CH:4][CH:3]=1.[Cl:26][CH2:27][CH2:28][CH2:29][CH2:30][C:31]#[CH:32], predict the reaction product. The product is: [CH2:1]([O:8][CH2:9][N:10]1[C:18]2[C:17]([NH2:19])=[N:16][C:15]([CH2:20][CH2:21][CH2:22][CH3:23])=[N:14][C:13]=2[C:12]([C:32]#[C:31][CH2:30][CH2:29][CH2:28][CH2:27][Cl:26])=[C:11]1[CH3:25])[C:2]1[CH:7]=[CH:6][CH:5]=[CH:4][CH:3]=1. (2) Given the reactants Cl[C:2]1[N:3]=[CH:4][C:5]2[CH:10]=[C:9]([C:11]([N:13]([CH3:15])[CH3:14])=[O:12])[N:8]([CH:16]3[CH2:22][CH2:21][CH2:20][CH2:19][CH2:18][CH2:17]3)[C:6]=2[N:7]=1.[NH2:23][C:24]1[N:29]=[CH:28][C:27]([N:30]2[C:34](=[O:35])[C@@H:33]3[CH2:36][N:37]([C:39]([O:41][C:42]([CH3:45])([CH3:44])[CH3:43])=[O:40])[CH2:38][C@@H:32]3[CH2:31]2)=[CH:26][CH:25]=1, predict the reaction product. The product is: [CH:16]1([N:8]2[C:6]3[N:7]=[C:2]([NH:23][C:24]4[N:29]=[CH:28][C:27]([N:30]5[C:34](=[O:35])[C@@H:33]6[CH2:36][N:37]([C:39]([O:41][C:42]([CH3:45])([CH3:44])[CH3:43])=[O:40])[CH2:38][C@@H:32]6[CH2:31]5)=[CH:26][CH:25]=4)[N:3]=[CH:4][C:5]=3[CH:10]=[C:9]2[C:11](=[O:12])[N:13]([CH3:15])[CH3:14])[CH2:22][CH2:21][CH2:20][CH2:19][CH2:18][CH2:17]1. (3) Given the reactants Cl.[NH2:2][C:3]1[CH:8]=[CH:7][C:6]([CH2:9][CH2:10][NH:11][CH2:12][C@@H:13]([C:15]2[CH:20]=[CH:19][CH:18]=[CH:17][CH:16]=2)[OH:14])=[CH:5][CH:4]=1.[NH2:21][C:22]1[S:23][CH:24]=[C:25]([CH2:27][C:28](O)=[O:29])[N:26]=1.Cl.Cl.CN(C)CCCN=C=NCC.[OH-].[Na+], predict the reaction product. The product is: [NH2:21][C:22]1[S:23][CH:24]=[C:25]([CH2:27][C:28]([NH:2][C:3]2[CH:4]=[CH:5][C:6]([CH2:9][CH2:10][NH:11][CH2:12][C@H:13]([OH:14])[C:15]3[CH:16]=[CH:17][CH:18]=[CH:19][CH:20]=3)=[CH:7][CH:8]=2)=[O:29])[N:26]=1. (4) Given the reactants [CH:1]1([N:5]2[C:10](=[O:11])[C:9]([C:12]([NH:14][CH2:15][C:16]([O:18]CC)=[O:17])=[O:13])=[C:8]([OH:21])[C:7]([C:22](OC)=[O:23])=[C:6]2[OH:26])[CH2:4][CH2:3][CH2:2]1.[CH:27]1([NH2:33])[CH2:32][CH2:31][CH2:30][CH2:29][CH2:28]1.Cl, predict the reaction product. The product is: [CH:1]1([N:5]2[C:6]([OH:26])=[C:7]([C:22]([NH:33][CH:27]3[CH2:32][CH2:31][CH2:30][CH2:29][CH2:28]3)=[O:23])[C:8]([OH:21])=[C:9]([C:12]([NH:14][CH2:15][C:16]([OH:18])=[O:17])=[O:13])[C:10]2=[O:11])[CH2:4][CH2:3][CH2:2]1. (5) Given the reactants [CH2:1]=[CH:2][C:3]1[CH:8]=[CH:7][CH:6]=[CH:5][CH:4]=1.[C:9]([O:14][CH3:15])(=[O:13])[C:10]([CH3:12])=[CH2:11].C(OOC(=O)C1C=CC=CC=1)(=O)C1C=CC=CC=1.C(OOCC(CC)CCCC)(=O)OC(CC)(C)C, predict the reaction product. The product is: [CH2:1]=[CH:2][C:3]1[CH:8]=[CH:7][CH:6]=[CH:5][CH:4]=1.[C:9]([O:14][CH3:15])(=[O:13])[C:10]([CH3:12])=[CH2:11]. (6) Given the reactants [CH2:1]([S:7][CH2:8][CH2:9][C:10]([O:12][CH2:13][CH2:14][CH2:15][CH2:16][CH2:17][CH2:18][CH2:19][CH2:20][CH2:21][CH2:22][CH2:23][CH2:24][CH2:25][CH2:26][CH2:27][CH2:28][CH2:29][CH3:30])=[O:11])/[CH:2]=[CH:3]/[CH:4]=[CH:5]/[CH3:6].C(NCCS)(=O)C.C(NCCS)(=O)C.C(N(CC)CC)C, predict the reaction product. The product is: [CH2:1]([S:7][CH2:8][CH2:9][C:10]([O:12][CH2:13][CH2:14][CH2:15][CH2:16][CH2:17][CH2:18][CH2:19][CH2:20][CH2:21][CH2:22][CH2:23][CH2:24][CH2:25][CH2:26][CH2:27][CH2:28][CH2:29][CH3:30])=[O:11])/[CH:2]=[CH:3]/[CH:4]=[CH:5]/[CH3:6].